Dataset: Full USPTO retrosynthesis dataset with 1.9M reactions from patents (1976-2016). Task: Predict the reactants needed to synthesize the given product. (1) Given the product [Br:1][C:2]1[CH:7]=[CH:6][C:5]([CH2:8][CH:9]([NH:21][C:26](=[O:27])[O:28][C:29]([CH3:32])([CH3:31])[CH3:30])[CH3:10])=[CH:4][CH:3]=1, predict the reactants needed to synthesize it. The reactants are: [Br:1][C:2]1[CH:7]=[CH:6][C:5]([CH2:8][C:9](=O)[CH3:10])=[CH:4][CH:3]=1.N.CO.[BH4-].[Na+].[NH4+].[OH-].C([N:21](CC)CC)C.[C:26](O[C:26]([O:28][C:29]([CH3:32])([CH3:31])[CH3:30])=[O:27])([O:28][C:29]([CH3:32])([CH3:31])[CH3:30])=[O:27]. (2) Given the product [N:19]1([C:16]2[CH:17]=[CH:18][C:13]3[N:14]([C:10]([C:9]([F:8])([F:33])[F:32])=[N:11][N:12]=3)[CH:15]=2)[CH2:20][CH2:21][NH:22][CH2:23][CH2:24]1, predict the reactants needed to synthesize it. The reactants are: FC(F)(F)C(O)=O.[F:8][C:9]([F:33])([F:32])[C:10]1[N:14]2[CH:15]=[C:16]([N:19]3[CH2:24][CH2:23][N:22](C(OC(C)(C)C)=O)[CH2:21][CH2:20]3)[CH:17]=[CH:18][C:13]2=[N:12][N:11]=1.